From a dataset of Peptide-MHC class I binding affinity with 185,985 pairs from IEDB/IMGT. Regression. Given a peptide amino acid sequence and an MHC pseudo amino acid sequence, predict their binding affinity value. This is MHC class I binding data. The peptide sequence is TAFFNTCKPT. The MHC is HLA-A02:01 with pseudo-sequence HLA-A02:01. The binding affinity (normalized) is 0.0257.